From a dataset of TCR-epitope binding with 47,182 pairs between 192 epitopes and 23,139 TCRs. Binary Classification. Given a T-cell receptor sequence (or CDR3 region) and an epitope sequence, predict whether binding occurs between them. (1) The epitope is SLFNTVATLY. Result: 0 (the TCR does not bind to the epitope). The TCR CDR3 sequence is CASSLSGGGAWETQYF. (2) The epitope is LLMPILTLT. The TCR CDR3 sequence is CASNRDRDYGYTF. Result: 0 (the TCR does not bind to the epitope). (3) The epitope is KLPDDFTGCV. The TCR CDR3 sequence is CASSFGTGGLQPQHF. Result: 1 (the TCR binds to the epitope). (4) The epitope is KRWIIMGLNK. The TCR CDR3 sequence is CASSLLGGDPAQYF. Result: 1 (the TCR binds to the epitope). (5) The epitope is KAYNVTQAF. The TCR CDR3 sequence is CASSQDSGGFGELFF. Result: 1 (the TCR binds to the epitope). (6) The epitope is FTISVTTEIL. The TCR CDR3 sequence is CASSLAISLREREKLFF. Result: 1 (the TCR binds to the epitope). (7) The epitope is ARMILMTHF. Result: 0 (the TCR does not bind to the epitope). The TCR CDR3 sequence is CASLKGGGTEAFF. (8) The epitope is IVTDFSVIK. The TCR CDR3 sequence is CASSAWGTSSTDTQYF. Result: 1 (the TCR binds to the epitope). (9) The epitope is TLIGDCATV. The TCR CDR3 sequence is CASSQGVVPSGMGETQYF. Result: 1 (the TCR binds to the epitope). (10) The epitope is NLSALGIFST. The TCR CDR3 sequence is CASSEDLGLLQGDTEAFF. Result: 0 (the TCR does not bind to the epitope).